From a dataset of CYP2D6 inhibition data for predicting drug metabolism from PubChem BioAssay. Regression/Classification. Given a drug SMILES string, predict its absorption, distribution, metabolism, or excretion properties. Task type varies by dataset: regression for continuous measurements (e.g., permeability, clearance, half-life) or binary classification for categorical outcomes (e.g., BBB penetration, CYP inhibition). Dataset: cyp2d6_veith. (1) The compound is Cn1c(=O)c2[nH]c(CCS)nc2n(C)c1=O. The result is 0 (non-inhibitor). (2) The molecule is CCCCOc1cc(C[C@@H]2CNC(=O)N2)ccc1OC. The result is 0 (non-inhibitor). (3) The drug is CCc1ccc(CCN2CCCCC2)nc1. The result is 1 (inhibitor). (4) The molecule is CCCC(=O)Nc1ccc(OC[C@@H](O)CNC(C)C)c(C(C)=O)c1. The result is 0 (non-inhibitor).